Dataset: Forward reaction prediction with 1.9M reactions from USPTO patents (1976-2016). Task: Predict the product of the given reaction. (1) Given the reactants [Cl:1][C:2]1[CH:3]=[CH:4][C:5]([O:15][CH2:16][C:17]2[CH:22]=[CH:21][CH:20]=[CH:19][CH:18]=2)=[C:6]([C:8](=O)[CH2:9][CH2:10][C:11](=O)C)[CH:7]=1.Cl.[CH3:24][S:25]([C:28]1[CH:29]=[C:30]([CH:32]=[CH:33][CH:34]=1)[NH2:31])(=[O:27])=[O:26].[CH2:35](N(CC)CC)C, predict the reaction product. The product is: [Cl:1][C:2]1[CH:3]=[CH:4][C:5]([O:15][CH2:16][C:17]2[CH:18]=[CH:19][CH:20]=[CH:21][CH:22]=2)=[C:6]([C:8]2[N:31]([C:30]3[CH:29]=[C:28]([S:25]([CH3:24])(=[O:26])=[O:27])[CH:34]=[CH:33][CH:32]=3)[CH:35]=[C:10]([CH3:11])[CH:9]=2)[CH:7]=1. (2) Given the reactants [C:1]([O:5][C:6]([N:8]1[CH2:13][CH2:12][N:11]([C:14]2[S:18][C:17]([C:19](O)=[O:20])=[CH:16][CH:15]=2)[CH2:10][CH2:9]1)=[O:7])([CH3:4])([CH3:3])[CH3:2].[C:22]([O:26][C:27]([NH:29][C:30]1[CH:35]=[CH:34][CH:33]=[CH:32][C:31]=1[NH2:36])=[O:28])([CH3:25])([CH3:24])[CH3:23].C(N(CC)CC)C, predict the reaction product. The product is: [C:1]([O:5][C:6]([N:8]1[CH2:9][CH2:10][N:11]([C:14]2[S:18][C:17]([C:19]([NH:36][C:31]3[CH:32]=[CH:33][CH:34]=[CH:35][C:30]=3[NH:29][C:27]([O:26][C:22]([CH3:25])([CH3:24])[CH3:23])=[O:28])=[O:20])=[CH:16][CH:15]=2)[CH2:12][CH2:13]1)=[O:7])([CH3:3])([CH3:2])[CH3:4]. (3) The product is: [C:1]([O:5][C:6](=[O:14])[NH:7][C@@H:8]1[CH2:13][CH2:12][CH2:11][N:10]([C:16]2[C:17]([NH2:23])=[N:18][CH:19]=[C:20]([Br:22])[N:21]=2)[CH2:9]1)([CH3:4])([CH3:2])[CH3:3]. Given the reactants [C:1]([O:5][C:6](=[O:14])[NH:7][C@@H:8]1[CH2:13][CH2:12][CH2:11][NH:10][CH2:9]1)([CH3:4])([CH3:3])[CH3:2].Br[C:16]1[C:17]([NH2:23])=[N:18][CH:19]=[C:20]([Br:22])[N:21]=1.C(N(CC)C(C)C)(C)C, predict the reaction product. (4) Given the reactants [CH2:1]([C:3]1[CH:4]=[C:5]([OH:9])[CH:6]=[CH:7][CH:8]=1)[CH3:2].[C:10](=O)([O-:12])[O-:11].[K+].[K+].Cl, predict the reaction product. The product is: [CH2:1]([C:3]1[CH:8]=[CH:7][C:6]([C:10]([OH:12])=[O:11])=[C:5]([OH:9])[CH:4]=1)[CH3:2]. (5) The product is: [CH2:1]([NH:3][C:4]([C@@H:6]1[C@H:10]2[O:11][C:12]([CH3:15])([CH3:14])[O:13][C@H:9]2[C@H:8]([N:16]2[CH:24]=[N:23][C:22]3[C:17]2=[N:18][C:19]([C:40]([OH:42])=[O:41])=[N:20][C:21]=3[NH:25][CH2:26][CH:27]([C:34]2[CH:35]=[CH:36][CH:37]=[CH:38][CH:39]=2)[C:28]2[CH:29]=[CH:30][CH:31]=[CH:32][CH:33]=2)[O:7]1)=[O:5])[CH3:2]. Given the reactants [CH2:1]([NH:3][C:4]([C@@H:6]1[C@H:10]2[O:11][C:12]([CH3:15])([CH3:14])[O:13][C@H:9]2[C@H:8]([N:16]2[CH:24]=[N:23][C:22]3[C:17]2=[N:18][C:19]([C:40]([O:42]CC)=[O:41])=[N:20][C:21]=3[NH:25][CH2:26][CH:27]([C:34]2[CH:39]=[CH:38][CH:37]=[CH:36][CH:35]=2)[C:28]2[CH:33]=[CH:32][CH:31]=[CH:30][CH:29]=2)[O:7]1)=[O:5])[CH3:2].[OH-].[Na+], predict the reaction product. (6) Given the reactants Br[C:2]1[CH:7]=[CH:6][C:5]([C:8]2[O:9][C:10]([CH3:13])=[N:11][N:12]=2)=[CH:4][C:3]=1[CH3:14].[CH3:15][C:16]1[CH:21]=[CH:20][C:19]([NH:22][C:23]([C:25]2[CH:30]=[CH:29][N:28]=[C:27]([N:31]3[CH2:35][CH2:34][CH2:33][CH2:32]3)[CH:26]=2)=[O:24])=[CH:18][C:17]=1B1OC(C)(C)C(C)(C)O1, predict the reaction product. The product is: [CH3:14][C:3]1[CH:4]=[C:5]([C:8]2[O:9][C:10]([CH3:13])=[N:11][N:12]=2)[CH:6]=[CH:7][C:2]=1[C:17]1[C:16]([CH3:15])=[CH:21][CH:20]=[C:19]([NH:22][C:23]([C:25]2[CH:30]=[CH:29][N:28]=[C:27]([N:31]3[CH2:32][CH2:33][CH2:34][CH2:35]3)[CH:26]=2)=[O:24])[CH:18]=1. (7) Given the reactants Cl[C:2]1[C:7]([C:8]#[N:9])=[CH:6][N:5]=[C:4]([S:10][CH3:11])[N:3]=1.[CH3:12][NH2:13], predict the reaction product. The product is: [CH3:12][NH:13][C:2]1[C:7]([C:8]#[N:9])=[CH:6][N:5]=[C:4]([S:10][CH3:11])[N:3]=1. (8) Given the reactants [CH3:1][C:2]1[C:3]([C:8]([OH:10])=O)=[N:4][CH:5]=[CH:6][CH:7]=1.C1N=CN(C(N2C=NC=C2)=O)C=1.[CH2:23]([N:27]1[C:35]2[N:34]=[C:33]([Cl:36])[NH:32][C:31]=2[C:30](=[O:37])[N:29]([CH2:38][CH2:39][CH2:40][CH2:41]/[C:42](=[N:45]/[H])/[NH:43]O)[C:28]1=[O:47])[CH2:24][CH2:25][CH3:26], predict the reaction product. The product is: [CH2:23]([N:27]1[C:35]2[N:34]=[C:33]([Cl:36])[NH:32][C:31]=2[C:30](=[O:37])[N:29]([CH2:38][CH2:39][CH2:40][CH2:41][C:42]2[N:43]=[C:8]([C:3]3[C:2]([CH3:1])=[CH:7][CH:6]=[CH:5][N:4]=3)[O:10][N:45]=2)[C:28]1=[O:47])[CH2:24][CH2:25][CH3:26].